This data is from Full USPTO retrosynthesis dataset with 1.9M reactions from patents (1976-2016). The task is: Predict the reactants needed to synthesize the given product. Given the product [CH3:1][C@H:2]([NH:7][C:8]([C:10]1[C:18]2[C:13](=[N:14][CH:15]=[C:16]([C:19]3[C:27]4[C:22](=[CH:23][CH:24]=[C:25]([Cl:28])[CH:26]=4)[N:21]([CH3:29])[N:20]=3)[N:17]=2)[NH:12][CH:11]=1)=[O:9])[C:3]([CH3:6])([CH3:5])[CH3:4], predict the reactants needed to synthesize it. The reactants are: [CH3:1][C@H:2]([NH:7][C:8]([C:10]1[C:18]2[C:13](=[N:14][CH:15]=[C:16]([C:19]3[C:27]4[C:22](=[CH:23][CH:24]=[C:25]([Cl:28])[CH:26]=4)[N:21]([CH3:29])[N:20]=3)[N:17]=2)[N:12](COCC[Si](C)(C)C)[CH:11]=1)=[O:9])[C:3]([CH3:6])([CH3:5])[CH3:4].FC(F)(F)C(O)=O.C(N)CN.